This data is from Peptide-MHC class I binding affinity with 185,985 pairs from IEDB/IMGT. The task is: Regression. Given a peptide amino acid sequence and an MHC pseudo amino acid sequence, predict their binding affinity value. This is MHC class I binding data. (1) The peptide sequence is MVCPNINAF. The MHC is HLA-B15:01 with pseudo-sequence HLA-B15:01. The binding affinity (normalized) is 0.714. (2) The MHC is Mamu-B52 with pseudo-sequence Mamu-B52. The binding affinity (normalized) is 1.00. The peptide sequence is VGNVMVKF. (3) The peptide sequence is ASGFTFSSY. The MHC is HLA-B08:01 with pseudo-sequence HLA-B08:01. The binding affinity (normalized) is 0. (4) The peptide sequence is TPSDDGGSL. The MHC is HLA-B07:02 with pseudo-sequence HLA-B07:02. The binding affinity (normalized) is 0.367. (5) The peptide sequence is KSDGTGTIY. The MHC is Patr-B0101 with pseudo-sequence Patr-B0101. The binding affinity (normalized) is 0.181. (6) The peptide sequence is YMKFFGNFK. The MHC is HLA-A02:12 with pseudo-sequence HLA-A02:12. The binding affinity (normalized) is 0.0847.